Dataset: Experimentally validated miRNA-target interactions with 360,000+ pairs, plus equal number of negative samples. Task: Binary Classification. Given a miRNA mature sequence and a target amino acid sequence, predict their likelihood of interaction. (1) The miRNA is hsa-miR-6811-5p with sequence AUGCAGGCCUGUGUACAGCACU. The protein sequence of the target gene is MSSCVSSQPTSDRVAPQDELGSGGGSREGQKPCEALRGLSSLSIHLGMESFIVVTECEPGRGVDLNLARDQPPEADGQELPLEASDPESRSPLSGRKMSLQEPSQGGPASSSNSLDMNGRCICPSLSYSPASSPQSSPRMPRRPTVESHHVSITGLQDCVQLNQYTLKDEIGKGSYGVVKLAYNENDNTYYAMKVLSKKKLIRQAGFPRRPPPRGARPAPGGCIQPRGPIEQVYQEIAILKKLDHPNVVKLVEVLDDPNEDHLYMVFELVNQGPVMEVPTLKPLSEDQARFYFQDLIKGI.... Result: 0 (no interaction). (2) The miRNA is mmu-miR-3069-5p with sequence UUGGCAGUCAAGAUAUUGUUUAGC. The protein sequence of the target gene is MAPHWAVWLLAAGLWGLGIGAEMWWNLVPRKTVSSGELVTVVRRFSQTGIQDFLTLTLTEHSGLLYVGAREALFAFSVEALELQGAISWEAPAEKKIECTQKGKSNQTECFNFIRFLQPYNSSHLYVCGTYAFQPKCTYINMLTFTLDRAEFEDGKGKCPYDPAKGHTGLLVDGELYSATLNNFLGTEPVILRYMGTHHSIKTEYLAFWLNEPHFVGSAFVPESVGSFTGDDDKIYFFFSERAVEYDCYSEQVVARVARVCKGDMGGARTLQKKWTTFLKARLVCSAPDWKVYFNQLKAV.... Result: 0 (no interaction). (3) The miRNA is hsa-miR-548j-3p with sequence CAAAAACUGCAUUACUUUUGC. The protein sequence of the target gene is MVASLFKSLILAYIHKLCKGMFTKKLGNTTKKKENRQQKKDQDFPTAGHTKPPKLSNALKSTVKKIAKCSSTRNFSIEDEEGHKDFSLSPTFSYRVAIANGLQTAVTNSDEDLLQELSSIESSYSESFNELRSSTENQVQSTHTMPVRRNRKSSSSLAPSEGSSDGERTLHTLKLGALRKLRKWKKSQECVSSDSELSTVKKTWGIRSKSLDRTARNPKTNVLEPGFSSSGCISQTHDVMEMIFKELQGISQIETELSELRGHVNALKYSIDEISSSVEVVQSEIEQLRTGFVQARRETR.... Result: 0 (no interaction). (4) The miRNA is hsa-miR-548s with sequence AUGGCCAAAACUGCAGUUAUUUU. The protein sequence of the target gene is MLTMSVTLSPLRSQDLDPMATDASPMAINMTPTVEQGEGEEAMKDMDSDQQYEKPPPLHTGADWKIVLHLPEIETWLRMTSERVRDLTYSVQQDSDSKHVDVHLVQLKDICEDISDHVEQIHALLETEFSLKLLSYSVNVIVDIHAVQLLWHQLRVSVLVLRERILQGLQDANGNYTRQTDILQAFSEETKEGRLDSLTEVDDSGQLTIKCSQNYLSLDCGITAFELSDYSPSEDLLSGLGDMTSSQVKTKPFDSWSYSEMEKEFPELIRSVGLLTVAADSISTNGSEAVTEEVSQVSLS.... Result: 1 (interaction). (5) The miRNA is hsa-miR-5690 with sequence UCAGCUACUACCUCUAUUAGG. The protein sequence of the target gene is MEGSEPVAAHQGEEASCSSWGTGSTNKNLPIMSTASVEIDDALYSRQRYVLGDTAMQKMAKSHVFLSGMGGLGLEIAKNLVLAGIKAVTIHDTEKCQAWDLGTNFFLSEDDVVNKRNRAEAVLKHIAELNPYVHVTSSSVPFNETTDLSFLDKYQCVVLTEMKLPLQKKINDFCRSQCPPIKFISADVHGIWSRLFCDFGDEFEVLDTTGEEPKEIFISNITQANPGIVTCLENHPHKLETGQFLTFREINGMTGLNGSIQQITVISPFSFSIGDTTELEPYLHGGIAVQVKTPKTVFFE.... Result: 1 (interaction). (6) The miRNA is mmu-miR-181c-3p with sequence ACCAUCGACCGUUGAGUGGACC. The protein sequence of the target gene is MAAQRLGKRVLSKLQSPSRARGPGGSPGGLQKRHARVTVKYDRRELQRRLDVEKWIDGRLEELYRGMEADMPDEINIDELLELESEEERSRKIQGLLKSCGKPVEDFIQELLAKLQGLHRQPGLRQPSPSHDGSLSPLQDRARTAHP. Result: 0 (no interaction). (7) The miRNA is mmu-miR-1954 with sequence ACUGCAGAGUGAGACCCUGUU. The protein sequence of the target gene is MGGPAAARTGAGGLRALLLALVAAGVPAGAYNLDAQRPVRFQGPSGSFFGYAVLEHFHDNTRWVLVGAPKADSKYSTSVKSPGAVFKCRVHTNPDRRCTELDMARGRTRGAPCGKTCRGDRDDEWMGVSLARQPRADGRVLACAHRWKNIYYEADHILPHGFCYLIPSNLQAKGKVLIPCYEEYKKKYGEEHGSCQAGIAGFFTEELVVMGAPGSFYWAGTLKVLNLTDNTYFKLNDEAIMNRRYTYLGYAVTAGHFSHPSITDVVGGAPQDEGIGKVYIFRADRRSGTLIKIFQASGKK.... Result: 1 (interaction).